Dataset: NCI-60 drug combinations with 297,098 pairs across 59 cell lines. Task: Regression. Given two drug SMILES strings and cell line genomic features, predict the synergy score measuring deviation from expected non-interaction effect. Synergy scores: CSS=13.9, Synergy_ZIP=-5.69, Synergy_Bliss=0.257, Synergy_Loewe=-0.239, Synergy_HSA=-0.141. Drug 1: C1CCC(CC1)NC(=O)N(CCCl)N=O. Cell line: SF-268. Drug 2: C#CCC(CC1=CN=C2C(=N1)C(=NC(=N2)N)N)C3=CC=C(C=C3)C(=O)NC(CCC(=O)O)C(=O)O.